Dataset: Full USPTO retrosynthesis dataset with 1.9M reactions from patents (1976-2016). Task: Predict the reactants needed to synthesize the given product. (1) Given the product [CH3:1][C:2]1[N:6]([CH2:7][C:8]2[CH:25]=[CH:24][C:11]3/[C:12](=[CH:41]/[C:40]([OH:37])=[O:42])/[C:13]4[CH:20]=[CH:19][CH:18]=[CH:17][C:14]=4[CH2:15][CH2:16][C:10]=3[CH:9]=2)[C:5]2[CH:26]=[C:27]([C:31]3[CH:36]=[CH:35][CH:34]=[CH:33][CH:32]=3)[CH:28]=[C:29]([CH3:30])[C:4]=2[N:3]=1, predict the reactants needed to synthesize it. The reactants are: [CH3:1][C:2]1[N:6]([CH2:7][C:8]2[CH:25]=[CH:24][C:11]3/[C:12](=C/C#N)/[C:13]4[CH:20]=[CH:19][CH:18]=[CH:17][C:14]=4[CH2:15][CH2:16][C:10]=3[CH:9]=2)[C:5]2[CH:26]=[C:27]([C:31]3[CH:36]=[CH:35][CH:34]=[CH:33][CH:32]=3)[CH:28]=[C:29]([CH3:30])[C:4]=2[N:3]=1.[OH-:37].[Na+].Cl.[CH2:40]([OH:42])[CH3:41]. (2) Given the product [NH2:21][CH:14]([C:15]1[CH:16]=[CH:17][CH:18]=[CH:19][CH:20]=1)[CH2:13][CH2:12][N:8]([CH3:7])[C:9](=[O:11])[O:10][C:15]([CH3:20])([CH3:16])[CH3:14], predict the reactants needed to synthesize it. The reactants are: NN.CC([CH2:7][N:8]([CH2:12][CH2:13][CH:14]([N:21]1C(=O)C2C(=CC=CC=2)C1=O)[C:15]1[CH:20]=[CH:19][CH:18]=[CH:17][CH:16]=1)[C:9](=[O:11])[O-:10])(C)C. (3) Given the product [ClH:1].[NH2:2][C:3]1[N:8]2[N:9]=[CH:10][C:11]([C:12]3[CH:13]=[CH:14][C:15]([N:18]4[CH2:19][CH2:20][N:21]([CH2:24][CH2:25][OH:26])[CH2:22][CH2:23]4)=[CH:16][CH:17]=3)=[C:7]2[N:6]=[CH:5][C:4]=1[C:27]1[CH:28]=[CH:29][C:30]([NH2:33])=[CH:31][CH:32]=1, predict the reactants needed to synthesize it. The reactants are: [ClH:1].[NH2:2][C:3]1[N:8]2[N:9]=[CH:10][C:11]([C:12]3[CH:17]=[CH:16][C:15]([N:18]4[CH2:23][CH2:22][N:21]([CH2:24][CH2:25][OH:26])[CH2:20][CH2:19]4)=[CH:14][CH:13]=3)=[C:7]2[N:6]=[CH:5][C:4]=1[C:27]1[CH:32]=[CH:31][C:30]([N+:33]([O-])=O)=[CH:29][CH:28]=1.